From a dataset of Full USPTO retrosynthesis dataset with 1.9M reactions from patents (1976-2016). Predict the reactants needed to synthesize the given product. (1) Given the product [F:1][C:2]1[CH:7]=[C:6]([F:8])[CH:5]=[CH:4][C:3]=1[NH:9][C:10](=[O:18])[CH2:11][CH:12]1[CH2:13][CH2:14][N:15]([C@H:28]([CH3:27])[CH2:29][OH:30])[CH2:16][CH2:17]1, predict the reactants needed to synthesize it. The reactants are: [F:1][C:2]1[CH:7]=[C:6]([F:8])[CH:5]=[CH:4][C:3]=1[NH:9][C:10](=[O:18])[CH2:11][CH:12]1[CH2:17][CH2:16][NH:15][CH2:14][CH2:13]1.[H-].[H-].[H-].[H-].[Li+].[Al+3].[OH-].[Na+].[CH2:27]1C[O:30][CH2:29][CH2:28]1. (2) The reactants are: CC(C)([S@@]([NH:6][C@@H:7]([C:13]([CH3:17])([CH3:16])[CH2:14][F:15])[C:8]([O:10][CH2:11][CH3:12])=[O:9])=O)C.[ClH:19].O1CCOCC1. Given the product [NH2:6][C@@H:7]([C:13]([CH3:16])([CH3:17])[CH2:14][F:15])[C:8]([O:10][CH2:11][CH3:12])=[O:9].[ClH:19], predict the reactants needed to synthesize it. (3) Given the product [I:12][C:9]1[CH:10]=[C:11]2[C:6](=[CH:7][CH:8]=1)[N:5]=[CH:4][N:3]=[C:2]2[N:13]1[CH:22]2[CH:17]([CH:18]=[CH:19][CH:20]=[CH:21]2)[C:16](=[O:23])[CH2:15][CH2:14]1, predict the reactants needed to synthesize it. The reactants are: Cl[C:2]1[C:11]2[C:6](=[CH:7][CH:8]=[C:9]([I:12])[CH:10]=2)[N:5]=[CH:4][N:3]=1.[NH:13]1[CH:22]2[CH:17]([CH:18]=[CH:19][CH:20]=[CH:21]2)[C:16](=[O:23])[CH2:15][CH2:14]1.C(N(CC)CC)C.N1C2C(=CC=CC=2)C=NC=1. (4) Given the product [OH:22][CH2:21][CH2:20][CH2:19][CH2:18][O:17][CH2:16][CH2:15][N:14]([CH:11]1[CH2:10][CH2:9][N:8]([CH2:1][C:2]2[CH:7]=[CH:6][CH:5]=[CH:4][CH:3]=2)[CH2:13][CH2:12]1)[CH:24]([CH3:26])[CH3:25], predict the reactants needed to synthesize it. The reactants are: [CH2:1]([N:8]1[CH2:13][CH2:12][CH:11]([N:14]([CH:24]([CH3:26])[CH3:25])[C:15](=O)[CH2:16][O:17][CH2:18][CH2:19][CH2:20][CH2:21][OH:22])[CH2:10][CH2:9]1)[C:2]1[CH:7]=[CH:6][CH:5]=[CH:4][CH:3]=1.[H-].[Al+3].[Li+].[H-].[H-].[H-]. (5) Given the product [CH2:1]([O:5][C:6]1[CH:7]=[CH:8][C:9]([CH3:12])=[N+:10]([O-:18])[CH:11]=1)[CH2:2][CH2:3][CH3:4], predict the reactants needed to synthesize it. The reactants are: [CH2:1]([O:5][C:6]1[CH:7]=[CH:8][C:9]([CH3:12])=[N:10][CH:11]=1)[CH2:2][CH2:3][CH3:4].ClC1C=C(C=CC=1)C(OO)=[O:18]. (6) Given the product [Br:1][C:2]1[CH:7]=[CH:6][CH:5]=[CH:4][C:3]=1[N:8]1[CH2:12][CH2:11][CH:10]([N:16]2[CH2:17][CH2:18][O:23][CH2:15][CH2:14]2)[CH2:9]1, predict the reactants needed to synthesize it. The reactants are: [Br:1][C:2]1[CH:7]=[CH:6][CH:5]=[CH:4][C:3]=1[N:8]1[CH2:12][CH2:11][CH:10](O)[CH2:9]1.[CH2:14]([N:16](CC)[CH2:17][CH3:18])[CH3:15].CS(Cl)(=O)=[O:23]. (7) Given the product [Cl:11][C:12]1[CH:20]=[CH:19][C:18]2[C:14](=[CH:15][N:16]([CH3:21])[N:17]=2)[C:13]=1[CH:22]=[O:23], predict the reactants needed to synthesize it. The reactants are: CS(C)=O.C(Cl)(=O)C(Cl)=O.[Cl:11][C:12]1[CH:20]=[CH:19][C:18]2[C:14](=[CH:15][N:16]([CH3:21])[N:17]=2)[C:13]=1[CH2:22][OH:23].C(N(CC)CC)C. (8) Given the product [Cl:28][C:21]1[C:22]([C:24]([F:27])([F:25])[F:26])=[CH:23][C:18]([O:1][CH:2]2[CH2:3][CH2:4][N:5]([C:8]([O:10][C:11]([CH3:14])([CH3:13])[CH3:12])=[O:9])[CH2:6][CH2:7]2)=[N:19][CH:20]=1, predict the reactants needed to synthesize it. The reactants are: [OH:1][CH:2]1[CH2:7][CH2:6][N:5]([C:8]([O:10][C:11]([CH3:14])([CH3:13])[CH3:12])=[O:9])[CH2:4][CH2:3]1.[H-].[Na+].Cl[C:18]1[CH:23]=[C:22]([C:24]([F:27])([F:26])[F:25])[C:21]([Cl:28])=[CH:20][N:19]=1.